This data is from Full USPTO retrosynthesis dataset with 1.9M reactions from patents (1976-2016). The task is: Predict the reactants needed to synthesize the given product. (1) Given the product [C:21]([O:25][C:26]([N:28]1[CH2:32][CH2:31][CH2:30][C@@H:29]1[C:33](=[O:34])[NH:1][C:2]1[CH:6]([O:7][CH2:8][CH3:9])[O:5][C:4](=[O:10])[CH:3]=1)=[O:27])([CH3:24])([CH3:23])[CH3:22], predict the reactants needed to synthesize it. The reactants are: [NH2:1][C:2]1[CH:6]([O:7][CH2:8][CH3:9])[O:5][C:4](=[O:10])[CH:3]=1.C[Si]([N-][Si](C)(C)C)(C)C.[Li+].[C:21]([O:25][C:26]([N:28]1[CH2:32][CH2:31][CH2:30][CH:29]1[C:33](F)=[O:34])=[O:27])([CH3:24])([CH3:23])[CH3:22]. (2) Given the product [CH2:1]([N:4]([CH2:19][CH2:20][C:21]([O:23][CH2:24][CH3:25])=[O:22])[C:5]([C:7]1[CH:18]=[CH:17][C:10]2[N:11]([CH3:16])[C:12]([CH2:14][S:34][C:31]3[CH:32]=[CH:33][C:28]([C:26]#[N:27])=[CH:29][CH:30]=3)=[N:13][C:9]=2[CH:8]=1)=[O:6])[CH2:2][CH3:3], predict the reactants needed to synthesize it. The reactants are: [CH2:1]([N:4]([CH2:19][CH2:20][C:21]([O:23][CH2:24][CH3:25])=[O:22])[C:5]([C:7]1[CH:18]=[CH:17][C:10]2[N:11]([CH3:16])[C:12]([CH2:14]Cl)=[N:13][C:9]=2[CH:8]=1)=[O:6])[CH2:2][CH3:3].[C:26]([C:28]1[CH:33]=[CH:32][C:31]([SH:34])=[CH:30][CH:29]=1)#[N:27].C(N(C(C)C)CC)(C)C. (3) The reactants are: F[C:2]1[CH:11]=[C:10]([C:12]2[N:17]=[C:16]3[N:18]([CH2:21][C:22]4[CH:23]=[C:24]5[C:29](=[CH:30][CH:31]=4)[N:28]=[CH:27][CH:26]=[CH:25]5)[N:19]=[N:20][C:15]3=[CH:14][CH:13]=2)[CH:9]=[CH:8][C:3]=1C(NC)=O.[CH:32]([NH:35][S:36](C1C=CC(B(O)O)=CC=1)(=[O:38])=[O:37])([CH3:34])[CH3:33].C(=O)([O-])[O-].[K+].[K+].O1CCOCC1. Given the product [CH:32]([NH:35][S:36]([C:3]1[CH:2]=[CH:11][C:10]([C:12]2[N:17]=[C:16]3[N:18]([CH2:21][C:22]4[CH:23]=[C:24]5[C:29](=[CH:30][CH:31]=4)[N:28]=[CH:27][CH:26]=[CH:25]5)[N:19]=[N:20][C:15]3=[CH:14][CH:13]=2)=[CH:9][CH:8]=1)(=[O:38])=[O:37])([CH3:34])[CH3:33], predict the reactants needed to synthesize it. (4) Given the product [F:1][C:2]([F:7])([F:6])[C:3]([OH:5])=[O:4].[CH3:8][O:12][C:13](=[O:34])[CH2:14][N:15]([C@H:16]1[CH2:20][CH2:19][N:18]([CH:21]([NH2:48])[C:22]2[CH:31]=[C:30]3[C:25]([CH:26]=[N:27][CH:28]=[N:29]3)=[CH:24][CH:23]=2)[C:17]1=[O:33])[CH2:43][CH:42]=[CH:41][C:39]1[S:40][C:36]([Cl:35])=[CH:37][CH:38]=1, predict the reactants needed to synthesize it. The reactants are: [F:1][C:2]([F:7])([F:6])[C:3]([OH:5])=[O:4].[C:8]([O:12][C:13](=[O:34])[CH2:14][NH:15][C@H:16]1[CH2:20][CH2:19][N:18]([CH2:21][C:22]2[CH:31]=[C:30]3[C:25]([C:26](N)=[N:27][CH:28]=[N:29]3)=[CH:24][CH:23]=2)[C:17]1=[O:33])(C)(C)C.[Cl:35][C:36]1[S:40][C:39]([CH:41]=[CH:42][CH2:43]Br)=[CH:38][CH:37]=1.BrCC1[N:48](C(OC(C)(C)C)=O)C2C(C=1)=CC(Cl)=CC=2. (5) Given the product [Cl:1][C:12]1[C:13]2[C:18](=[CH:17][CH:16]=[CH:15][CH:14]=2)[CH:19]=[C:10]([CH3:9])[C:11]=1[OH:20], predict the reactants needed to synthesize it. The reactants are: [Cl:1]N1C(=O)CCC1=O.[CH3:9][C:10]1[C:11]([OH:20])=[CH:12][C:13]2[C:18]([CH:19]=1)=[CH:17][CH:16]=[CH:15][CH:14]=2. (6) Given the product [C:31]([N:28]1[CH2:29][CH2:30][N:25]([C:22]([CH2:23][O:6][C:7]2[CH:14]=[CH:13][C:10]([CH:11]=[O:12])=[CH:9][C:8]=2[CH3:15])=[O:24])[CH2:26][CH2:27]1)(=[O:34])[CH3:32], predict the reactants needed to synthesize it. The reactants are: C1COCC1.[OH:6][C:7]1[CH:14]=[CH:13][C:10]([CH:11]=[O:12])=[CH:9][C:8]=1[CH3:15].C(=O)([O-])[O-].[K+].[K+].[C:22]([N:25]1[CH2:30][CH2:29][N:28]([C:31](=[O:34])[CH2:32]Cl)[CH2:27][CH2:26]1)(=[O:24])[CH3:23].